Dataset: Full USPTO retrosynthesis dataset with 1.9M reactions from patents (1976-2016). Task: Predict the reactants needed to synthesize the given product. Given the product [Cl:1][C:2]1[CH:3]=[C:4]2[C:8](=[CH:9][CH:10]=1)[N:7]([S:44]([C:41]1[CH:42]=[CH:43][C:38]([O:37][CH3:36])=[CH:39][C:40]=1[O:48][C:49]([F:50])([F:51])[F:52])(=[O:46])=[O:45])[C:6](=[O:11])[C:5]2([N:21]1[CH2:30][C@H:29]([O:31][CH2:32][CH2:33][C:34]#[N:35])[CH2:28][C@H:22]1[C:23]([N:25]([CH3:27])[CH3:26])=[O:24])[C:12]1[CH:17]=[C:16]([CH3:18])[CH:15]=[CH:14][C:13]=1[O:19][CH3:20], predict the reactants needed to synthesize it. The reactants are: [Cl:1][C:2]1[CH:3]=[C:4]2[C:8](=[CH:9][CH:10]=1)[NH:7][C:6](=[O:11])[C:5]2([N:21]1[CH2:30][C@H:29]([O:31][CH2:32][CH2:33][C:34]#[N:35])[CH2:28][C@H:22]1[C:23]([N:25]([CH3:27])[CH3:26])=[O:24])[C:12]1[CH:17]=[C:16]([CH3:18])[CH:15]=[CH:14][C:13]=1[O:19][CH3:20].[CH3:36][O:37][C:38]1[CH:43]=[CH:42][C:41]([S:44](Cl)(=[O:46])=[O:45])=[C:40]([O:48][C:49]([F:52])([F:51])[F:50])[CH:39]=1.